Dataset: Full USPTO retrosynthesis dataset with 1.9M reactions from patents (1976-2016). Task: Predict the reactants needed to synthesize the given product. (1) Given the product [C:1]([O:5][C:6](=[O:21])[NH:7][C:8]1[CH:13]=[CH:12][C:11]([C:14]2[CH:19]=[CH:18][CH:17]=[CH:16][N:15]=2)=[CH:10][C:9]=1[NH:20][C:30](=[O:31])[CH2:29][C:28]([C:24]1[S:25][CH:26]=[CH:27][C:23]=1[Cl:22])=[O:33])([CH3:4])([CH3:2])[CH3:3], predict the reactants needed to synthesize it. The reactants are: [C:1]([O:5][C:6](=[O:21])[NH:7][C:8]1[CH:13]=[CH:12][C:11]([C:14]2[CH:19]=[CH:18][CH:17]=[CH:16][N:15]=2)=[CH:10][C:9]=1[NH2:20])([CH3:4])([CH3:3])[CH3:2].[Cl:22][C:23]1[CH:27]=[CH:26][S:25][C:24]=1[C:28]1[O:33]C(C)(C)[O:31][C:30](=O)[CH:29]=1. (2) The reactants are: Br[C:2]1[CH:3]=[C:4]2[C:9](=[CH:10][CH:11]=1)[N:8]([C:12](=[O:14])[CH3:13])[C@@H:7]([CH3:15])[CH2:6][C@H:5]2[NH:16][C:17]1[CH:22]=[CH:21][C:20]([N+:23]([O-:25])=[O:24])=[CH:19][N:18]=1.[B:26]1([B:26]2[O:30][C:29]([CH3:32])([CH3:31])[C:28]([CH3:34])([CH3:33])[O:27]2)[O:30][C:29]([CH3:32])([CH3:31])[C:28]([CH3:34])([CH3:33])[O:27]1.C([O-])(=O)C.[K+]. Given the product [CH3:15][C@H:7]1[CH2:6][C@@H:5]([NH:16][C:17]2[CH:22]=[CH:21][C:20]([N+:23]([O-:25])=[O:24])=[CH:19][N:18]=2)[C:4]2[C:9](=[CH:10][CH:11]=[C:2]([B:26]3[O:30][C:29]([CH3:32])([CH3:31])[C:28]([CH3:34])([CH3:33])[O:27]3)[CH:3]=2)[N:8]1[C:12](=[O:14])[CH3:13], predict the reactants needed to synthesize it.